This data is from Forward reaction prediction with 1.9M reactions from USPTO patents (1976-2016). The task is: Predict the product of the given reaction. (1) The product is: [C:1]([O:5][C:6]([N:8]1[CH2:12][CH2:11][C@H:10]([N:13]2[CH2:17][CH2:16][CH2:15][CH2:18][C@@H:14]2[CH3:19])[CH2:9]1)=[O:7])([CH3:2])([CH3:3])[CH3:4]. Given the reactants [C:1]([O:5][C:6]([N:8]1[CH2:12][CH2:11][C@H:10]([N:13]2[CH2:17][CH2:16][CH2:15][C@@H:14]2[CH3:18])[CH2:9]1)=[O:7])([CH3:4])([CH3:3])[CH3:2].[C:19](OC(N1CC[C@@H](OS(C2C=CC(C)=CC=2)(=O)=O)C1)=O)(C)(C)C.C[C@H]1CCCCN1, predict the reaction product. (2) Given the reactants [Br:1][C:2]1[CH:3]=[C:4]2[C:8](=[CH:9][CH:10]=1)[NH:7][CH:6]=[CH:5]2.[H-].[Na+].CC1C=CC(S(O[CH2:24][CH:25]2[CH2:29][CH:28]([CH3:30])[N:27]([CH2:31][C:32]3[CH:37]=[CH:36][CH:35]=[CH:34][CH:33]=3)[CH2:26]2)(=O)=O)=CC=1.C(OCC)(=O)C.CCCCCC, predict the reaction product. The product is: [CH2:31]([N:27]1[CH:28]([CH3:30])[CH2:29][CH:25]([CH2:24][N:7]2[C:8]3[C:4](=[CH:3][C:2]([Br:1])=[CH:10][CH:9]=3)[CH:5]=[CH:6]2)[CH2:26]1)[C:32]1[CH:37]=[CH:36][CH:35]=[CH:34][CH:33]=1. (3) Given the reactants Cl.[C:2]([N:10]1[CH2:15][CH2:14][CH2:13][C:12]([C:32]2[CH:37]=[CH:36][C:35]([Cl:38])=[C:34]([Cl:39])[CH:33]=2)([CH2:16][CH2:17][CH2:18][N:19]2[CH2:24][CH2:23][CH:22]([C:25]([N:27]3CCCC3)=O)[CH2:21][CH2:20]2)[CH2:11]1)(=[O:9])[C:3]1[CH:8]=[CH:7][CH:6]=[CH:5][CH:4]=1.Cl, predict the reaction product. The product is: [OH2:9].[ClH:38].[C:2]([N:10]1[CH2:15][CH2:14][CH2:13][C:12]([CH2:16][CH2:17][CH2:18][N:19]2[CH2:24][CH2:23][C:22]([CH2:2][C:3]3[CH:8]=[CH:7][CH:6]=[CH:5][CH:4]=3)([C:25]#[N:27])[CH2:21][CH2:20]2)([C:32]2[CH:37]=[CH:36][C:35]([Cl:38])=[C:34]([Cl:39])[CH:33]=2)[CH2:11]1)(=[O:9])[C:3]1[CH:4]=[CH:5][CH:6]=[CH:7][CH:8]=1. (4) Given the reactants [NH2:1][CH:2]([C:4]([OH:6])=O)[CH3:3].[CH2:7](N(CC)CC)[CH3:8].C[Si](Cl)(C)C.C([CH:21]([CH2:25][CH2:26][CH2:27][CH2:28][CH2:29][CH3:30])[C:22](Cl)=[O:23])C.[OH2:31], predict the reaction product. The product is: [CH3:7][CH2:8][C:2]([NH:1][C:22](=[O:23])[CH2:21][CH2:25][CH2:26][CH2:27][CH2:28][CH2:29][CH3:30])([CH3:3])[C:4]([OH:6])=[O:31]. (5) Given the reactants [OH:1][CH2:2][C:3]1[C:7]([CH2:8][O:9][C:10]2[CH:11]=[C:12]3[C:16](=[CH:17][CH:18]=2)[N:15]([CH2:19][C:20]2[CH:21]=[C:22]([CH:27]=[CH:28][CH:29]=2)[C:23]([O:25][CH3:26])=[O:24])[CH:14]=[CH:13]3)=[C:6]([CH:30]([CH3:32])[CH3:31])[O:5][N:4]=1.[Cl:33][C:34]1[CH:39]=[C:38]([F:40])[CH:37]=[C:36]([Cl:41])[C:35]=1O.C1(P(C2C=CC=CC=2)C2C=CC=CC=2)C=CC=CC=1.N(C(OC(C)C)=O)=NC(OC(C)C)=O, predict the reaction product. The product is: [Cl:33][C:34]1[CH:39]=[C:38]([F:40])[CH:37]=[C:36]([Cl:41])[C:35]=1[O:1][CH2:2][C:3]1[C:7]([CH2:8][O:9][C:10]2[CH:11]=[C:12]3[C:16](=[CH:17][CH:18]=2)[N:15]([CH2:19][C:20]2[CH:21]=[C:22]([CH:27]=[CH:28][CH:29]=2)[C:23]([O:25][CH3:26])=[O:24])[CH:14]=[CH:13]3)=[C:6]([CH:30]([CH3:32])[CH3:31])[O:5][N:4]=1. (6) Given the reactants [CH2:1]([Mg]Br)[CH3:2].[O:5]1[CH2:9][CH2:8][CH2:7][CH:6]1[C:10]1[CH:11]=[C:12]([CH:15]=[CH:16][CH:17]=1)[C:13]#[N:14].B(F)(F)F.CCOCC.[OH-].[Na+], predict the reaction product. The product is: [OH-:5].[NH4+:14].[O:5]1[CH2:9][CH2:8][CH2:7][CH:6]1[C:10]1[CH:11]=[C:12]([C:13]2([NH2:14])[CH2:2][CH2:1]2)[CH:15]=[CH:16][CH:17]=1. (7) Given the reactants [Br:1][C:2]1[N:3]=[CH:4][C:5](=[N:15]S(C2C=CC(C)=CC=2)(=O)=O)[N:6]([CH:8]([CH3:14])[C:9]([CH:11]2[CH2:13][CH2:12]2)=O)[CH:7]=1.FC(F)(F)C(OC(=O)C(F)(F)F)=O, predict the reaction product. The product is: [Br:1][C:2]1[N:3]=[CH:4][C:5]2[N:6]([C:8]([CH3:14])=[C:9]([CH:11]3[CH2:13][CH2:12]3)[N:15]=2)[CH:7]=1.